From a dataset of Full USPTO retrosynthesis dataset with 1.9M reactions from patents (1976-2016). Predict the reactants needed to synthesize the given product. (1) Given the product [ClH:30].[ClH:30].[F:28][C:25]1[CH:24]=[CH:23][C:22]([CH2:21][C@@H:17]2[CH2:18][CH2:19][CH2:20][N:15]([CH2:14][C@H:9]3[C@H:8]([NH2:7])[CH2:13][CH2:12][CH2:11][O:10]3)[CH2:16]2)=[CH:27][CH:26]=1, predict the reactants needed to synthesize it. The reactants are: C(OC(=O)[NH:7][C@@H:8]1[CH2:13][CH2:12][CH2:11][O:10][C@H:9]1[CH2:14][N:15]1[CH2:20][CH2:19][CH2:18][C@@H:17]([CH2:21][C:22]2[CH:27]=[CH:26][C:25]([F:28])=[CH:24][CH:23]=2)[CH2:16]1)(C)(C)C.[ClH:30]. (2) Given the product [N:8]1[CH:9]=[CH:10][CH:11]=[C:6]([CH:5]=[C:2]2[C:15]3[C:20](=[CH:19][CH:18]=[CH:17][CH:16]=3)[C:12](=[O:13])[O:4]2)[CH:7]=1, predict the reactants needed to synthesize it. The reactants are: [Cl-].[C:2]([CH2:5][C:6]1[CH:7]=[NH+:8][CH:9]=[CH:10][CH:11]=1)([OH:4])=O.[C:12]1(=O)[C:20]2[C:15](=[CH:16][CH:17]=[CH:18][CH:19]=2)C(=O)[O:13]1. (3) The reactants are: [OH:1][C:2]1[CH:3]=[C:4]([CH:9]=[CH:10][CH:11]=1)[C:5]([O:7][CH3:8])=[O:6].[H-].[Na+].CS(O[CH2:19][CH:20]1[CH2:25][CH2:24][N:23]([C:26]2[CH:31]=[CH:30][C:29]([Br:32])=[CH:28][N:27]=2)[CH2:22][CH2:21]1)(=O)=O.O. Given the product [Br:32][C:29]1[CH:30]=[CH:31][C:26]([N:23]2[CH2:24][CH2:25][CH:20]([CH2:19][O:1][C:2]3[CH:3]=[C:4]([CH:9]=[CH:10][CH:11]=3)[C:5]([O:7][CH3:8])=[O:6])[CH2:21][CH2:22]2)=[N:27][CH:28]=1, predict the reactants needed to synthesize it. (4) Given the product [NH2:14][CH:10]1[C:11]2[C:7](=[CH:6][C:5](/[CH:4]=[CH:3]/[C:2]([NH:22][CH:23]([C:28]3[CH:33]=[CH:32][CH:31]=[C:30]([C:34]([F:35])([F:36])[F:37])[CH:29]=3)[C:24]([F:25])([F:26])[F:27])=[O:1])=[CH:13][CH:12]=2)[CH2:8][CH2:9]1, predict the reactants needed to synthesize it. The reactants are: [O:1]=[C:2]([NH:22][CH:23]([C:28]1[CH:33]=[CH:32][CH:31]=[C:30]([C:34]([F:37])([F:36])[F:35])[CH:29]=1)[C:24]([F:27])([F:26])[F:25])/[CH:3]=[CH:4]/[C:5]1[CH:6]=[C:7]2[C:11](=[CH:12][CH:13]=1)[CH:10]([NH:14]C(=O)OC(C)(C)C)[CH2:9][CH2:8]2.Cl.O.